This data is from Full USPTO retrosynthesis dataset with 1.9M reactions from patents (1976-2016). The task is: Predict the reactants needed to synthesize the given product. (1) Given the product [CH2:16]([N:15]1[C:3]2[CH:4]=[C:5]([C:6]([O:8][CH3:9])=[O:7])[CH:10]=[C:11]([N+:12]([O-:14])=[O:13])[C:2]=2[N:1]=[CH:18]1)[CH3:17], predict the reactants needed to synthesize it. The reactants are: [NH2:1][C:2]1[C:11]([N+:12]([O-:14])=[O:13])=[CH:10][C:5]([C:6]([O:8][CH3:9])=[O:7])=[CH:4][C:3]=1[NH:15][CH2:16][CH3:17].[CH:18](O)=O. (2) The reactants are: F[C:2]1[CH:7]=[CH:6][C:5]([N+:8]([O-:10])=[O:9])=[CH:4][CH:3]=1.C(=O)([O-])[O-].[Cs+].[Cs+].[CH2:17]([C:19]1([CH2:23][OH:24])[CH2:22][O:21][CH2:20]1)[CH3:18].O. Given the product [CH2:17]([C:19]1([CH2:23][O:24][C:2]2[CH:7]=[CH:6][C:5]([N+:8]([O-:10])=[O:9])=[CH:4][CH:3]=2)[CH2:22][O:21][CH2:20]1)[CH3:18], predict the reactants needed to synthesize it. (3) Given the product [C:12]([O:11][C:9](=[O:10])[N:18]([CH2:16][CH3:17])[CH2:19][CH2:20][OH:21])([CH3:13])([CH3:14])[CH3:15], predict the reactants needed to synthesize it. The reactants are: [CH3:13][C:12]([O:11][C:9](O[C:9]([O:11][C:12]([CH3:15])([CH3:14])[CH3:13])=[O:10])=[O:10])([CH3:15])[CH3:14].[CH2:16]([NH:18][CH2:19][CH2:20][OH:21])[CH3:17]. (4) Given the product [N:18]1([O:1][C:2]2[C:3]3[CH2:10][N:9]([C:11]([O:13][C:14]([CH3:17])([CH3:16])[CH3:15])=[O:12])[CH2:8][C:4]=3[N:5]=[CH:6][N:7]=2)[C:23]2[CH:24]=[CH:25][CH:26]=[CH:27][C:28]=2[N:22]=[N:31]1, predict the reactants needed to synthesize it. The reactants are: [OH:1][C:2]1[C:3]2[CH2:10][N:9]([C:11]([O:13][C:14]([CH3:17])([CH3:16])[CH3:15])=[O:12])[CH2:8][C:4]=2[N:5]=[CH:6][N:7]=1.[N:18]1CCC[N:22]2[CH2:28][CH2:27][CH2:26][CH2:25][CH2:24][C:23]=12.C(#[N:31])C.